Dataset: Reaction yield outcomes from USPTO patents with 853,638 reactions. Task: Predict the reaction yield, written as a fraction of the theoretical maximum amount of product (1.0 means a 100% yield; for example, 0.34 means a 34% yield). (1) The reactants are [CH2:1]([O:3][C:4](=[O:38])[CH:5]([C:19]1[CH:24]=[CH:23][C:22]([O:25][C@H:26]2[CH2:30][CH2:29][N:28]([CH2:31][C:32]3[CH:37]=[CH:36][CH:35]=[CH:34][CH:33]=3)[CH2:27]2)=[CH:21][CH:20]=1)[CH2:6][C:7]1[CH:16]=[CH:15][C:14]2[C:9](=[CH:10][C:11]([C:17]#[N:18])=[CH:12][CH:13]=2)[CH:8]=1)[CH3:2].[O-]CC.[Na+]. The catalyst is C(O)C. The product is [CH2:1]([O:3][C:4](=[O:38])[C@H:5]([C:19]1[CH:24]=[CH:23][C:22]([O:25][C@H:26]2[CH2:30][CH2:29][N:28]([CH2:31][C:32]3[CH:33]=[CH:34][CH:35]=[CH:36][CH:37]=3)[CH2:27]2)=[CH:21][CH:20]=1)[CH2:6][C:7]1[CH:16]=[CH:15][C:14]2[C:9](=[CH:10][C:11]([C:17]#[N:18])=[CH:12][CH:13]=2)[CH:8]=1)[CH3:2]. The yield is 0.660. (2) The product is [Cl:8][C:5]1[N:4]=[C:3]([NH2:9])[C:2](/[CH:15]=[CH:16]/[O:17][CH2:18][CH3:19])=[CH:7][N:6]=1. The reactants are Br[C:2]1[C:3]([NH2:9])=[N:4][C:5]([Cl:8])=[N:6][CH:7]=1.C([Sn](CCCC)(CCCC)/[CH:15]=[CH:16]\[O:17][CH2:18][CH3:19])CCC. The yield is 0.320. The catalyst is C1(C)C=CC=CC=1.C1C=CC([P]([Pd]([P](C2C=CC=CC=2)(C2C=CC=CC=2)C2C=CC=CC=2)([P](C2C=CC=CC=2)(C2C=CC=CC=2)C2C=CC=CC=2)[P](C2C=CC=CC=2)(C2C=CC=CC=2)C2C=CC=CC=2)(C2C=CC=CC=2)C2C=CC=CC=2)=CC=1. (3) The reactants are [C:1]([C:3]1[CH:4]=[C:5]([CH:21]=[CH:22][CH:23]=1)[CH2:6][O:7][C:8]1[C:16]([CH3:17])=[N:15][C:14]([CH:18]2[CH2:20][CH2:19]2)=[CH:13][C:9]=1[C:10]([OH:12])=O)#[N:2].[NH2:24][C:25]1[CH:26]=[C:27]([CH:30]=[CH:31][CH:32]=1)[C:28]#[N:29]. No catalyst specified. The product is [C:1]([C:3]1[CH:4]=[C:5]([CH:21]=[CH:22][CH:23]=1)[CH2:6][O:7][C:8]1[C:16]([CH3:17])=[N:15][C:14]([CH:18]2[CH2:20][CH2:19]2)=[CH:13][C:9]=1[C:10]([NH:24][C:25]1[CH:32]=[CH:31][CH:30]=[C:27]([C:28]#[N:29])[CH:26]=1)=[O:12])#[N:2]. The yield is 0.230.